From a dataset of Peptide-MHC class II binding affinity with 134,281 pairs from IEDB. Regression. Given a peptide amino acid sequence and an MHC pseudo amino acid sequence, predict their binding affinity value. This is MHC class II binding data. The peptide sequence is EKKYFAATQFEILAA. The MHC is DRB1_0701 with pseudo-sequence DRB1_0701. The binding affinity (normalized) is 0.824.